This data is from Full USPTO retrosynthesis dataset with 1.9M reactions from patents (1976-2016). The task is: Predict the reactants needed to synthesize the given product. (1) Given the product [F:30][C:31]([F:36])([F:35])[C:32]([OH:34])=[O:33].[NH2:8][C@H:9]([CH3:29])[CH2:10][NH:11][C:12]1[C:16]2=[C:17]3[C:22](=[CH:23][CH:24]=[C:15]2[S:14][C:13]=1[C:25]([O:27][CH3:28])=[O:26])[N:21]=[CH:20][CH:19]=[CH:18]3, predict the reactants needed to synthesize it. The reactants are: C(OC([NH:8][C@H:9]([CH3:29])[CH2:10][NH:11][C:12]1[C:16]2=[C:17]3[C:22](=[CH:23][CH:24]=[C:15]2[S:14][C:13]=1[C:25]([O:27][CH3:28])=[O:26])[N:21]=[CH:20][CH:19]=[CH:18]3)=O)(C)(C)C.[F:30][C:31]([F:36])([F:35])[C:32]([OH:34])=[O:33]. (2) Given the product [OH:2][CH2:1][C:3]1[CH:8]=[CH:7][CH:6]=[CH:5][C:4]=1[C:9]1[CH:14]=[CH:13][C:12]([C:15]([CH3:23])([CH3:24])[C:16]([NH:18][CH2:19][CH:20]([CH3:21])[CH3:22])=[O:17])=[CH:11][CH:10]=1, predict the reactants needed to synthesize it. The reactants are: [CH:1]([C:3]1[CH:8]=[CH:7][CH:6]=[CH:5][C:4]=1[C:9]1[CH:14]=[CH:13][C:12]([C:15]([CH3:24])([CH3:23])[C:16]([NH:18][CH2:19][CH:20]([CH3:22])[CH3:21])=[O:17])=[CH:11][CH:10]=1)=[O:2].[BH4-].[Na+].